Task: Predict the reaction yield, written as a fraction of the theoretical maximum amount of product (1.0 means a 100% yield; for example, 0.34 means a 34% yield).. Dataset: Reaction yield outcomes from USPTO patents with 853,638 reactions (1) The reactants are Br[C:2]1[CH:24]=[CH:23][C:5]([CH2:6][N:7]2[CH:22]=[C:10]3[C:11](=[O:21])[N:12]([CH3:20])[C:13]4[N:14]([CH2:15][C:16]([CH3:19])([CH3:18])[N:17]=4)[C:9]3=[N:8]2)=[CH:4][CH:3]=1.[C:25]1([OH:31])[CH:30]=[CH:29][CH:28]=[CH:27][CH:26]=1.C(=O)([O-])[O-].[Cs+].[Cs+].CC(C)(C(=O)CC(=O)C(C)(C)C)C. The catalyst is CN1C(=O)CCC1.O.Cl[Cu]. The product is [O:31]([C:2]1[CH:24]=[CH:23][C:5]([CH2:6][N:7]2[CH:22]=[C:10]3[C:11](=[O:21])[N:12]([CH3:20])[C:13]4[N:14]([CH2:15][C:16]([CH3:19])([CH3:18])[N:17]=4)[C:9]3=[N:8]2)=[CH:4][CH:3]=1)[C:25]1[CH:30]=[CH:29][CH:28]=[CH:27][CH:26]=1. The yield is 0.840. (2) The reactants are Br.[CH2:2]([C:4]1[N:5]=[C:6]([C@@H:9]([NH2:20])[CH2:10][C:11]2[CH:16]=[CH:15][C:14]([N+:17]([O-:19])=[O:18])=[CH:13][CH:12]=2)[S:7][CH:8]=1)[CH3:3].[C:21]1([C:27]([C:32]2[CH:37]=[CH:36][CH:35]=[CH:34][CH:33]=2)(C)[C:28]([OH:30])=O)[CH:26]=[CH:25][CH:24]=[CH:23][CH:22]=1.ON1C2C=CC=C[C:42]=2N=N1.CN(C)CCCN=C=NCC.C(N(CC)CC)C. The catalyst is CN(C=O)C.O. The product is [CH2:2]([C:4]1[N:5]=[C:6]([CH:9]([NH:20][C:28](=[O:30])[C@H:27]([C:32]2[CH:33]=[CH:34][CH:35]=[CH:36][CH:37]=2)[CH2:21][C:26]2[CH:42]=[CH:22][CH:23]=[CH:24][CH:25]=2)[CH2:10][C:11]2[CH:16]=[CH:15][C:14]([N+:17]([O-:19])=[O:18])=[CH:13][CH:12]=2)[S:7][CH:8]=1)[CH3:3]. The yield is 0.700. (3) The reactants are Cl[C:2]1[CH:3]=[C:4]([CH:9]=[C:10]([Cl:12])[N:11]=1)[C:5]([O:7][CH3:8])=[O:6].[CH:13]([NH2:16])([CH3:15])[CH3:14].C([O-])([O-])=O.[Cs+].[Cs+].C1C=CC(P(C2C(C3C(P(C4C=CC=CC=4)C4C=CC=CC=4)=CC=C4C=3C=CC=C4)=C3C(C=CC=C3)=CC=2)C2C=CC=CC=2)=CC=1. The catalyst is C1(C)C=CC=CC=1.CC([O-])=O.CC([O-])=O.[Pd+2]. The product is [Cl:12][C:10]1[CH:9]=[C:4]([CH:3]=[C:2]([NH:16][CH:13]([CH3:15])[CH3:14])[N:11]=1)[C:5]([O:7][CH3:8])=[O:6]. The yield is 0.273. (4) The reactants are [F-].C([N+](CCCC)(CCCC)CCCC)CCC.[Cl:19][C:20]1[CH:25]=[C:24]([Cl:26])[CH:23]=[CH:22][C:21]=1[N:27]1[C:32]2=[N:33][C:34]3[C:35](=[C:36]([CH:40]=[O:41])[CH:37]=[CH:38][CH:39]=3)[N:31]2[CH2:30][CH2:29][CH2:28]1.C[Si](C)(C)[C:44]([F:47])([F:46])[F:45]. The catalyst is O1CCCC1.Cl. The product is [Cl:19][C:20]1[CH:25]=[C:24]([Cl:26])[CH:23]=[CH:22][C:21]=1[N:27]1[C:32]2=[N:33][C:34]3[CH:39]=[CH:38][CH:37]=[C:36]([CH:40]([OH:41])[C:44]([F:47])([F:46])[F:45])[C:35]=3[N:31]2[CH2:30][CH2:29][CH2:28]1. The yield is 0.660. (5) The reactants are Br[C:2]1[CH:16]=[N:15][C:5]2[NH:6][C:7]3[CH:12]=[N:11][C:10]([C:13]#[N:14])=[CH:9][C:8]=3[C:4]=2[CH:3]=1.[Cl-].[Li+].CCN(C(C)C)C(C)C.C([Sn](CCCC)(CCCC)[C:33]1[O:34][CH:35]=[CH:36][N:37]=1)CCC.[F-].[K+]. The catalyst is CN(C=O)C.C1C=CC([P]([Pd]([P](C2C=CC=CC=2)(C2C=CC=CC=2)C2C=CC=CC=2)([P](C2C=CC=CC=2)(C2C=CC=CC=2)C2C=CC=CC=2)[P](C2C=CC=CC=2)(C2C=CC=CC=2)C2C=CC=CC=2)(C2C=CC=CC=2)C2C=CC=CC=2)=CC=1. The product is [O:34]1[CH:35]=[CH:36][N:37]=[C:33]1[C:2]1[CH:16]=[N:15][C:5]2[NH:6][C:7]3[CH:12]=[N:11][C:10]([C:13]#[N:14])=[CH:9][C:8]=3[C:4]=2[CH:3]=1. The yield is 0.450.